Predict which catalyst facilitates the given reaction. From a dataset of Catalyst prediction with 721,799 reactions and 888 catalyst types from USPTO. Reactant: O1CCCC1.[H-].[Al+3].[Li+].[H-].[H-].[H-].[F:12][C:13]([F:30])([F:29])[S:14]([O:17][C:18]1[CH:28]=[CH:27][C:21]([C:22](OCC)=[O:23])=[CH:20][N:19]=1)(=[O:16])=[O:15].[OH-].[Na+]. Product: [F:30][C:13]([F:12])([F:29])[S:14]([O:17][C:18]1[CH:28]=[CH:27][C:21]([CH2:22][OH:23])=[CH:20][N:19]=1)(=[O:16])=[O:15]. The catalyst class is: 13.